From a dataset of Forward reaction prediction with 1.9M reactions from USPTO patents (1976-2016). Predict the product of the given reaction. (1) Given the reactants Cl[C:2]1[C:11]2=[N:12][N:13](CC3C=CC(OC)=CC=3)[CH:14]=[C:10]2[C:9]2[CH:8]=[C:7]([O:24][CH3:25])[CH:6]=[CH:5][C:4]=2[N:3]=1.[CH3:26][N:27]1[C:31]2[CH:32]=[CH:33][C:34]([NH2:36])=[CH:35][C:30]=2[N:29]=[CH:28]1.Cl, predict the reaction product. The product is: [CH3:25][O:24][C:7]1[CH:6]=[CH:5][C:4]2[N:3]=[C:2]([NH:36][C:34]3[CH:33]=[CH:32][C:31]4[N:27]([CH3:26])[CH:28]=[N:29][C:30]=4[CH:35]=3)[C:11]3=[N:12][NH:13][CH:14]=[C:10]3[C:9]=2[CH:8]=1. (2) Given the reactants [CH2:1]([O:3][C:4]([C:6]1([C:11]([O:13]CC)=[O:12])[CH2:9][CH:8]([OH:10])[CH2:7]1)=[O:5])[CH3:2].[OH-].[Na+], predict the reaction product. The product is: [CH2:1]([O:3][C:4]([C:6]1([C:11]([OH:13])=[O:12])[CH2:9][CH:8]([OH:10])[CH2:7]1)=[O:5])[CH3:2]. (3) The product is: [CH2:2]1[C:10]2[C:5](=[CH:6][CH:7]=[CH:8][CH:9]=2)[CH2:4][CH:3]1[NH:11][C:18]([C:13]1[CH:14]=[CH:15][CH:16]=[CH:17][N:12]=1)=[O:19]. Given the reactants Cl.[CH2:2]1[C:10]2[C:5](=[CH:6][CH:7]=[CH:8][CH:9]=2)[CH2:4][CH:3]1[NH2:11].[N:12]1[CH:17]=[CH:16][CH:15]=[CH:14][C:13]=1[C:18](O)=[O:19].O.ON1C2C=CC=CC=2N=N1.CN(C)CCCN=C=NCC, predict the reaction product. (4) Given the reactants [H-].[Na+].[Cl:3][C:4]1[CH:5]=[C:6]([CH2:10][OH:11])[CH:7]=[CH:8][CH:9]=1.Cl[C:13]1[CH:18]=[CH:17][N+:16]([O-:19])=[CH:15][CH:14]=1, predict the reaction product. The product is: [Cl:3][C:4]1[CH:5]=[C:6]([CH:7]=[CH:8][CH:9]=1)[CH2:10][O:11][C:13]1[CH:18]=[CH:17][N+:16]([O-:19])=[CH:15][CH:14]=1. (5) Given the reactants CI.[Br:3][C:4]1[CH:9]=[CH:8][C:7]([OH:10])=[C:6]([F:11])[CH:5]=1.[C:12]([O-])([O-])=O.[K+].[K+], predict the reaction product. The product is: [Br:3][C:4]1[CH:9]=[CH:8][C:7]([O:10][CH3:12])=[C:6]([F:11])[CH:5]=1. (6) Given the reactants [C:1]([O:5][C:6](=[O:32])[C@@H:7]([NH:9][C:10]1[CH:31]=[CH:30][C:13]2[C:14]3[N:18]([CH2:19][CH2:20][O:21][C:12]=2[CH:11]=1)[CH:17]=[C:16]([C:22]1[N:23]([CH:27]([CH3:29])[CH3:28])[N:24]=[CH:25][N:26]=1)[N:15]=3)[CH3:8])([CH3:4])([CH3:3])[CH3:2].C=O.[C:35](O[BH-](OC(=O)C)OC(=O)C)(=O)C.[Na+], predict the reaction product. The product is: [C:1]([O:5][C:6](=[O:32])[C@@H:7]([N:9]([C:10]1[CH:31]=[CH:30][C:13]2[C:14]3[N:18]([CH2:19][CH2:20][O:21][C:12]=2[CH:11]=1)[CH:17]=[C:16]([C:22]1[N:23]([CH:27]([CH3:28])[CH3:29])[N:24]=[CH:25][N:26]=1)[N:15]=3)[CH3:35])[CH3:8])([CH3:3])([CH3:2])[CH3:4].